This data is from Experimentally validated miRNA-target interactions with 360,000+ pairs, plus equal number of negative samples. The task is: Binary Classification. Given a miRNA mature sequence and a target amino acid sequence, predict their likelihood of interaction. (1) The miRNA is mmu-let-7b-5p with sequence UGAGGUAGUAGGUUGUGUGGUU. The protein sequence of the target gene is MGEQPIFSTRAHVFQIDPNTKKNWVPTSKHAVTVSYFYDSTRNVYRIISLDGSKAIINSTITPNMTFTKTSQKFGQWADSRANTVYGLGFSSEHHLSKFAEKFQEFKEAARLAKEKSQEKMELTSTPSQESAGGDLQSPLTPESINGTDDERTPDVTQNSEPRAEPTQNALPFPHSAGDRTQALSHASSAISKHWEAELATLKGNNAKLTAALLESTANVKQWKQQLAAYQEEAERLHKRVTELECVSSQANAVHSHKTELNQTVQELEETLKVKEEEIERLKQEIDNARELQEQRDSLT.... Result: 1 (interaction). (2) The miRNA is hsa-miR-19b-1-5p with sequence AGUUUUGCAGGUUUGCAUCCAGC. The protein sequence of the target gene is MATHWTGLPEEDGDKLKACGAASACEVSKNKDGKDQGEPVSPSEDEPFSWPGPKTVMLKRTSQGFGFTLRHFIVYPPESAIQFSYKDEENGNRGGKQRNRLEPMDTIFVKQVKEGGPAFEAGLCTGDRIIKVNGESVIGKTYSQVIALIQNSDTTLELSVMPKDEDILQVAYSQDAYLKGNEAYSGNARNIPEPPPVCYPWLPSTPSATAQPVETCPPDSLPNKQQTSAPVLTQPGRAYRMEIQVPPSPTDVAKSNTAVCVCNESVRTVIVPSEKVVDLLANRNNPSGPSHRTEEVRYGV.... Result: 0 (no interaction). (3) The miRNA is hsa-miR-518a-3p with sequence GAAAGCGCUUCCCUUUGCUGGA. The protein sequence of the target gene is MAALQSAPDSPATQLEPAEDGSECDADPEEEEEEEQQEEEDEEEEEEVVVEEVATPVQEVAEVEVEANSADNGGGDDDDDGGGGDDDVEEVLAEEQTLSLGTQERHSNGGHAKAPVLQGKALQTSRVSPTTQDEDVEEEEEEEDEEHFLTQGLVTFEDVAVYFSLEEWERLGVDQRDLYREVMQENYGILVSLGYPIPKPDLIFHLEQGEEPWVEDGPHPEEGDVVTGVYTGAWFWNDDIEDHEEEDDEDFLAEVAEEENEPPGLWSAAYGVGDVPGTWGPDDSDSVQTPEGWGPNPGSL.... Result: 0 (no interaction). (4) Result: 0 (no interaction). The miRNA is mmu-miR-9-5p with sequence UCUUUGGUUAUCUAGCUGUAUGA. The protein sequence of the target gene is MPYEIKKVFASLPQVERGVSKILGGDPKGDHFLYTNGKCVILRNIDNPAIADIYTEHAHQVVVAKYAPSGFYIASGDISGKLRIWDTTQKEHLLKYEYQPFAGKIKDIAWTEDSKRIAVVGEGREKFGAVFLWDTGSSVGEITGHNKVINSVDIKQTRPYRLATGSDDNCAAFFEGPPFKFKFTIGDHSRFVNCVRFSPDGNRFATASADGQIFIYDGKTGEKVCALGESKAHDGGIYAISWSPDSTHLLSASGDKTSKIWDVNVNSVVSTFPMGSNVLDQQLGCLWQKDHLLSISLSGY.... (5) The miRNA is hsa-miR-1248 with sequence ACCUUCUUGUAUAAGCACUGUGCUAAA. The protein sequence of the target gene is MSGSSAAPGPGSGSSPAACRFAHYFVLCGIDADSGLEPDELAGENFDQSPLRRTFKSKVLAHYPQNIEWNPFDQDAVNMLCMPKGLSFRTQADNKEPQFHSFIITREDGSRTYGFVLTFYEEVTSKQICTAMQTLYQMHNAEQYSSVYASSSCSMDSLASSIDEGDATSLLKLQRYNSYDINRDTLYVSKSICLITPLPFMQACKKFLFQLHKAVTSQQPPPLPLESYIHNILYEVPLPPPGRSLKFYGVYEPVICQRPGPNELPLSDYPLREACELLGLENLVQVFTCVLLEMQTLLYS.... Result: 0 (no interaction). (6) The miRNA is hsa-miR-6747-3p with sequence UCCUGCCUUCCUCUGCACCAG. The protein sequence of the target gene is MSGDGATEQAAEYVPEKVKKAEKKLEENPYDLDAWSILIREAQNQPIDKARKTYERLVAQFPSSGRFWKLYIEAEIKAKNYDKVEKLFQRCLMKVLHIDLWKCYLSYVRETKGKLPSYKEKMAQAYDFALDKIGMEIMSYQIWVDYINFLKGVEAVGSYAENQRITAVRRVYQRGCVNPMINIEQLWRDYNKYEEGINIHLAKKMIEDRSRDYMNARRVAKEYETVMKGLDRNAPSVPPQNTPQEAQQVDMWKKYIQWEKSNPLRTEDQTLITKRVMFAYEQCLLVLGHHPDIWYEAAQY.... Result: 0 (no interaction).